From a dataset of Catalyst prediction with 721,799 reactions and 888 catalyst types from USPTO. Predict which catalyst facilitates the given reaction. Product: [F:15][C:12]1[CH:13]=[CH:14][C:9]2[O:8][CH:7]=[C:6]([CH2:5][C:1]#[N:2])[C:10]=2[CH:11]=1. The catalyst class is: 16. Reactant: [C-:1]#[N:2].[Na+].Cl[CH2:5][C:6]1[C:10]2[CH:11]=[C:12]([F:15])[CH:13]=[CH:14][C:9]=2[O:8][CH:7]=1.C(OCC)C.